This data is from Full USPTO retrosynthesis dataset with 1.9M reactions from patents (1976-2016). The task is: Predict the reactants needed to synthesize the given product. (1) Given the product [CH3:1][C:2]1[CH:24]=[C:23]([CH3:25])[CH:22]=[CH:21][C:3]=1[C:4]1[C:6]2[C:7](=[CH:17][CH:18]=[CH:19][CH:20]=2)[C:8](=[O:9])[N:10]([CH3:11])[C:12]=1[C:13]([O:15][CH3:16])=[O:14], predict the reactants needed to synthesize it. The reactants are: [CH3:1][C:2]1[CH:24]=[C:23]([CH3:25])[CH:22]=[CH:21][C:3]=1[C:4]([C:6]1[CH:20]=[CH:19][CH:18]=[CH:17][C:7]=1[C:8]([N:10]([CH2:12][C:13]([O:15][CH3:16])=[O:14])[CH3:11])=[O:9])=O.C[O-].[Na+].Cl.CC1C=CC(S(O)(=O)=O)=CC=1. (2) The reactants are: C12CC1CC(=O)C2.[C:8]([O:15][CH2:16][CH3:17])(=[O:14])[C:9](OCC)=O.CC(C)([O-])C.[K+].Cl.FC1C=C(F)C=CC=1NN.Cl.COC(C1[C:41]2[CH:55]3[CH2:56][CH:54]3[CH2:53][C:42]=2[N:43]([C:45]2[CH:50]=[CH:49][C:48]([F:51])=[CH:47][C:46]=2[F:52])[N:44]=1)=O. Given the product [CH2:16]([O:15][C:8]([C:9]1[C:41]2[CH:55]3[CH2:56][CH:54]3[CH2:53][C:42]=2[N:43]([C:45]2[CH:50]=[CH:49][C:48]([F:51])=[CH:47][C:46]=2[F:52])[N:44]=1)=[O:14])[CH3:17], predict the reactants needed to synthesize it. (3) Given the product [Cl:51][C:47]1[CH:46]=[C:45]([C:42]2[N:41]=[C:11]([CH2:13][CH2:14][C:15]3[N:19]([CH3:20])[C:18]([C:21]4[S:22][CH:23]=[CH:24][CH:25]=4)=[N:17][N:16]=3)[O:10][N:9]=2)[CH:50]=[CH:49][CH:48]=1, predict the reactants needed to synthesize it. The reactants are: ClC1C=C(N2C=[C:11]([CH2:13][CH2:14][C:15]3[N:19]([CH3:20])[C:18]([C:21]4[S:22][CH:23]=[CH:24][CH:25]=4)=[N:17][N:16]=3)[O:10][NH:9]2)C=CC=1.C(OC(=NNC(=O)CCC1ON=[C:42]([C:45]2[CH:50]=[CH:49][CH:48]=[C:47]([Cl:51])[CH:46]=2)[N:41]=1)C1SC=CC=1)C.CN. (4) The reactants are: Cl[C:2]1[CH:3]=[CH:4][C:5]2[CH:11]([NH:12][C:13]3[CH:21]=[CH:20][CH:19]=[C:18]4[C:14]=3[CH:15]=[N:16][NH:17]4)[C:10]([C:23]([F:26])([F:25])[F:24])([OH:22])[CH2:9][C:8]([CH3:28])([CH3:27])[CH2:7][C:6]=2[CH:29]=1.[C-:30]#[N:31].[Na+].C([O:36][CH2:37][CH3:38])(=O)C.O. Given the product [OH:22][C:10]1([C:23]([F:26])([F:25])[F:24])[CH2:9][C:8]([CH3:27])([CH3:28])[CH2:7][C:6]2[CH:29]=[C:2]([C:30]#[N:31])[CH:3]=[CH:4][C:5]=2[CH:11]1[NH:12][C:13]1[CH:21]=[CH:20][C:19]([CH:11]2[CH2:10][CH2:38][C:37](=[O:36])[N:12]2[CH3:13])=[C:18]2[C:14]=1[CH:15]=[N:16][NH:17]2, predict the reactants needed to synthesize it. (5) Given the product [Br:1][C:2]1[CH:3]=[C:4]2[C:8](=[CH:9][CH:10]=1)[N:7]([S:11]([C:14]1[CH:19]=[CH:18][CH:17]=[CH:16][CH:15]=1)(=[O:13])=[O:12])[C:6]([C:20]([O:22][CH2:23][CH3:24])=[O:21])=[C:5]2[S:25]([N:36]1[CH2:41][CH2:40][O:39][CH2:38][CH2:37]1)(=[O:27])=[O:26], predict the reactants needed to synthesize it. The reactants are: [Br:1][C:2]1[CH:3]=[C:4]2[C:8](=[CH:9][CH:10]=1)[N:7]([S:11]([C:14]1[CH:19]=[CH:18][CH:17]=[CH:16][CH:15]=1)(=[O:13])=[O:12])[C:6]([C:20]([O:22][CH2:23][CH3:24])=[O:21])=[C:5]2[S:25](Cl)(=[O:27])=[O:26].C(N(CC)CC)C.[NH:36]1[CH2:41][CH2:40][O:39][CH2:38][CH2:37]1.C([O-])(O)=O.[Na+]. (6) Given the product [C:27]([O:26][C:24](=[O:25])[N:4]([CH:1]([CH3:3])[CH3:2])[CH2:5][C:6]1[CH:11]=[CH:10][CH:9]=[CH:8][C:7]=1[N+:12]([O-:14])=[O:13])([CH3:30])([CH3:29])[CH3:28], predict the reactants needed to synthesize it. The reactants are: [CH:1]([NH:4][CH2:5][C:6]1[CH:11]=[CH:10][CH:9]=[CH:8][C:7]=1[N+:12]([O-:14])=[O:13])([CH3:3])[CH3:2].C(N(CC)C(C)C)(C)C.[C:24](O[C:24]([O:26][C:27]([CH3:30])([CH3:29])[CH3:28])=[O:25])([O:26][C:27]([CH3:30])([CH3:29])[CH3:28])=[O:25].